From a dataset of Full USPTO retrosynthesis dataset with 1.9M reactions from patents (1976-2016). Predict the reactants needed to synthesize the given product. (1) Given the product [OH:1][C:2]1[CH:3]=[CH:4][C:5]([C:8]([O:10][C@H:11]([CH3:18])[CH2:12][CH:13]([CH2:16][CH3:17])[CH2:14][CH3:15])=[O:9])=[CH:6][CH:7]=1.[CH:4]1[C:3]2[C:2](=[CH:6][C:5]([C:8]([OH:10])=[O:9])=[CH:4][CH:3]=2)[CH:7]=[CH:6][C:5]=1[C:8]([OH:10])=[O:9], predict the reactants needed to synthesize it. The reactants are: [OH:1][C:2]1[CH:7]=[CH:6][C:5]([C:8]([O:10][C@H:11]([CH3:18])[CH2:12][CH:13]([CH2:16][CH3:17])[CH2:14][CH3:15])=[O:9])=[CH:4][CH:3]=1. (2) Given the product [CH2:3]([C:10]1[N:15]=[N:14][C:13]([N:16]2[CH2:21][CH2:20][N:19]([C:22]3[CH:27]=[N:26][C:25]([C:28](=[O:30])[CH2:29][OH:36])=[CH:24][N:23]=3)[C@H:18]([CH3:31])[CH2:17]2)=[C:12]([CH3:32])[C:11]=1[CH3:33])[C:4]1[CH:9]=[CH:8][CH:7]=[CH:6][CH:5]=1, predict the reactants needed to synthesize it. The reactants are: [OH-].[K+].[CH2:3]([C:10]1[N:15]=[N:14][C:13]([N:16]2[CH2:21][CH2:20][N:19]([C:22]3[CH:27]=[N:26][C:25]([C:28](=[O:30])[CH3:29])=[CH:24][N:23]=3)[C@H:18]([CH3:31])[CH2:17]2)=[C:12]([CH3:32])[C:11]=1[CH3:33])[C:4]1[CH:9]=[CH:8][CH:7]=[CH:6][CH:5]=1.C(O)(=[O:36])C.C(O)(=O)C.IC1C=CC=CC=1.Cl.C([O-])(O)=O.[Na+]. (3) The reactants are: C(N1CCO[C@H](CC2C=CC=C(C=CC3C=NC=CC=3)C=2)C1)(OC(C)(C)C)=O.[CH2:29]([N:36]1[CH2:41][CH2:40][O:39][CH:38]([CH2:42][C:43]2[CH:48]=[CH:47][CH:46]=[CH:45][C:44]=2[O:49][CH:50]([F:52])[F:51])[C:37]1=O)[C:30]1[CH:35]=[CH:34][CH:33]=[CH:32][CH:31]=1.B. Given the product [CH2:29]([N:36]1[CH2:41][CH2:40][O:39][CH:38]([CH2:42][C:43]2[CH:48]=[CH:47][CH:46]=[CH:45][C:44]=2[O:49][CH:50]([F:51])[F:52])[CH2:37]1)[C:30]1[CH:31]=[CH:32][CH:33]=[CH:34][CH:35]=1, predict the reactants needed to synthesize it. (4) Given the product [Cl:7][C:8]1[N:13]=[C:12]([N:14]2[CH2:19][CH2:18][O:17][CH2:16][CH2:15]2)[CH:11]=[C:10]([CH2:20][S:3]([CH2:1][CH3:2])(=[O:5])=[O:4])[N:9]=1, predict the reactants needed to synthesize it. The reactants are: [CH2:1]([S:3]([O-:5])=[O:4])[CH3:2].[Na+].[Cl:7][C:8]1[N:13]=[C:12]([N:14]2[CH2:19][CH2:18][O:17][CH2:16][CH2:15]2)[CH:11]=[C:10]([CH2:20]I)[N:9]=1. (5) Given the product [C:1]([O:18][C:10]1[CH:11]=[C:12]([N+:15]([O-:17])=[O:16])[CH:13]=[CH:14][C:9]=1[CH3:8])(=[O:3])[CH3:2], predict the reactants needed to synthesize it. The reactants are: [C:1](OC(=O)C)(=[O:3])[CH3:2].[CH3:8][C:9]1[CH:14]=[CH:13][C:12]([N+:15]([O-:17])=[O:16])=[CH:11][C:10]=1[OH:18].[OH-].[Na+]. (6) Given the product [Cl:15][C:16]1[C:21]([CH:22]2[CH2:23][CH2:24][N:25]([CH3:1])[CH2:26][CH2:27]2)=[CH:20][C:19]([C:28]#[N:29])=[CH:18][C:17]=1[NH:30][C:31]1[N:36]=[C:35]([NH:37][CH:47]2[CH2:49][CH2:48]2)[C:34]2=[N:50][CH:51]=[C:52]([C:53]#[N:54])[N:33]2[N:32]=1, predict the reactants needed to synthesize it. The reactants are: [C:1](O[BH-](OC(=O)C)OC(=O)C)(=O)C.[Na+].[Cl:15][C:16]1[C:21]([CH:22]2[CH2:27][CH2:26][NH:25][CH2:24][CH2:23]2)=[CH:20][C:19]([C:28]#[N:29])=[CH:18][C:17]=1[NH:30][C:31]1[N:36]=[C:35]([N:37]([CH:47]2[CH2:49][CH2:48]2)CC2C=CC(OC)=CC=2)[C:34]2=[N:50][CH:51]=[C:52]([C:53]#[N:54])[N:33]2[N:32]=1.C=O.O.CC(O)=O.C([O-])(O)=O.[Na+].C1(OC)C=CC=CC=1.C(O)(C(F)(F)F)=O.